Predict the reactants needed to synthesize the given product. From a dataset of Full USPTO retrosynthesis dataset with 1.9M reactions from patents (1976-2016). (1) Given the product [ClH:1].[CH3:24][C@H:25]1[NH:26][C@@H:27]([CH3:31])[CH2:28][N:29]([C:2]2[CH:7]=[C:6]([NH:8][S:9]([C:12]3[CH:13]=[CH:14][C:15]([C:18]4[O:19][C:20]([CH3:23])=[CH:21][CH:22]=4)=[CH:16][CH:17]=3)(=[O:10])=[O:11])[CH:5]=[CH:4][N:3]=2)[CH2:30]1, predict the reactants needed to synthesize it. The reactants are: [Cl:1][C:2]1[CH:7]=[C:6]([NH:8][S:9]([C:12]2[CH:17]=[CH:16][C:15]([C:18]3[O:19][C:20]([CH3:23])=[CH:21][CH:22]=3)=[CH:14][CH:13]=2)(=[O:11])=[O:10])[CH:5]=[CH:4][N:3]=1.[CH3:24][C@H:25]1[CH2:30][NH:29][CH2:28][C@@H:27]([CH3:31])[NH:26]1.CC(C)([O-])C.[Na+].C1(P(C2CCCCC2)C2C=CC=CC=2C2C=CC=CC=2N(C)C)CCCCC1. (2) The reactants are: C([O:9][CH2:10][CH2:11][O:12][C:13]1[CH:18]=[C:17]([CH3:19])[C:16]([C:20]2[CH:25]=[CH:24][CH:23]=[C:22]([CH2:26][O:27][C:28]3[CH:29]=[CH:30][C:31]4[CH:32]([CH2:41][C:42]([O:44]CC)=[O:43])[C:33]5[C:38]([C:39]=4[CH:40]=3)=[CH:37][CH:36]=[CH:35][CH:34]=5)[C:21]=2[CH3:47])=[C:15]([CH3:48])[CH:14]=1)(=O)C1C=CC=CC=1.[OH-].[Na+].C1COCC1.Cl. Given the product [OH:9][CH2:10][CH2:11][O:12][C:13]1[CH:14]=[C:15]([CH3:48])[C:16]([C:20]2[CH:25]=[CH:24][CH:23]=[C:22]([CH2:26][O:27][C:28]3[CH:29]=[CH:30][C:31]4[CH:32]([CH2:41][C:42]([OH:44])=[O:43])[C:33]5[C:38]([C:39]=4[CH:40]=3)=[CH:37][CH:36]=[CH:35][CH:34]=5)[C:21]=2[CH3:47])=[C:17]([CH3:19])[CH:18]=1, predict the reactants needed to synthesize it. (3) Given the product [CH3:1][O:2][C:3]1[C:10]([O:11][CH2:12][CH2:13][O:14][CH3:15])=[CH:9][C:8]([N+:16]([O-:18])=[O:17])=[C:5]([CH:4]=1)[CH:6]=[O:7], predict the reactants needed to synthesize it. The reactants are: [CH3:1][O:2][C:3]1[CH:4]=[C:5]([CH:8]=[CH:9][C:10]=1[O:11][CH2:12][CH2:13][O:14][CH3:15])[CH:6]=[O:7].[N+:16]([O-])([OH:18])=[O:17].[N+]([O-])([O-])=O.[K+]. (4) The reactants are: Cl.[CH2:2]([N:4]1[N:8]=[N:7][C:6]([CH2:9][N:10]2[C:15]3[CH:16]=[C:17]([C:19]4[CH:24]=[C:23]([F:25])[CH:22]=[CH:21][C:20]=4[O:26][CH3:27])[S:18][C:14]=3[C:13](=[O:28])[N:12]([CH:29]3[CH2:34][CH2:33][NH:32][CH2:31][CH2:30]3)[C:11]2=[O:35])=[N:5]1)[CH3:3].[CH2:36]([O:38][C:39]1[C:48]([O:49][CH3:50])=[CH:47][C:46]2[C:45]([C:51]3[CH:59]=[CH:58][C:54]([C:55](O)=[O:56])=[CH:53][CH:52]=3)=[N:44][C@@H:43]3[CH2:60][CH2:61][S:62][CH2:63][C@@H:42]3[C:41]=2[CH:40]=1)[CH3:37].CN(C(ON1N=NC2C=CC=CC1=2)=[N+](C)C)C.F[P-](F)(F)(F)(F)F.CCN(C(C)C)C(C)C. Given the product [CH2:36]([O:38][C:39]1[C:48]([O:49][CH3:50])=[CH:47][C:46]2[C:45]([C:51]3[CH:52]=[CH:53][C:54]([C:55]([N:32]4[CH2:33][CH2:34][CH:29]([N:12]5[C:13](=[O:28])[C:14]6[S:18][C:17]([C:19]7[CH:24]=[C:23]([F:25])[CH:22]=[CH:21][C:20]=7[O:26][CH3:27])=[CH:16][C:15]=6[N:10]([CH2:9][C:6]6[N:7]=[N:8][N:4]([CH2:2][CH3:3])[N:5]=6)[C:11]5=[O:35])[CH2:30][CH2:31]4)=[O:56])=[CH:58][CH:59]=3)=[N:44][C@@H:43]3[CH2:60][CH2:61][S:62][CH2:63][C@@H:42]3[C:41]=2[CH:40]=1)[CH3:37], predict the reactants needed to synthesize it. (5) Given the product [Cl:11][C:10]1[CH:9]=[CH:8][C:5]([C:6]#[N:7])=[CH:4][C:3]=1[CH2:2][N:20]([CH3:21])[CH2:19][C:18]([O:17][C:13]([CH3:16])([CH3:15])[CH3:14])=[O:22], predict the reactants needed to synthesize it. The reactants are: Br[CH2:2][C:3]1[CH:4]=[C:5]([CH:8]=[CH:9][C:10]=1[Cl:11])[C:6]#[N:7].Cl.[C:13]([O:17][C:18](=[O:22])[CH2:19][NH:20][CH3:21])([CH3:16])([CH3:15])[CH3:14]. (6) Given the product [O:8]1[C:9]2[C:4](=[CH:3][C:2]([CH:1]=[O:15])=[CH:11][CH:10]=2)[CH:5]=[CH:6][C:7]1=[O:12], predict the reactants needed to synthesize it. The reactants are: [CH3:1][C:2]1[CH:3]=[C:4]2[C:9](=[CH:10][CH:11]=1)[O:8][C:7](=[O:12])[CH:6]=[CH:5]2.C(O)(=[O:15])C.